The task is: Predict which catalyst facilitates the given reaction.. This data is from Catalyst prediction with 721,799 reactions and 888 catalyst types from USPTO. (1) Reactant: N[C@H](C(O)=O)CC1C=CC=CC=1.[CH3:13][O:14][C:15]1[CH:16]=[C:17]([C:21]2([CH2:29][CH2:30][C:31](=[O:34])[CH2:32][CH3:33])[C:26](=[O:27])[CH2:25][CH2:24][CH2:23][C:22]2=O)[CH:18]=[CH:19][CH:20]=1.[C@@]12(CS(O)(=O)=O)C(C)(C)C(CC1)CC2=O. Product: [CH3:13][O:14][C:15]1[CH:16]=[C:17]([C:21]23[C:26](=[O:27])[CH2:25][CH2:24][CH2:23][C:22]2=[C:32]([CH3:33])[C:31](=[O:34])[CH2:30][CH2:29]3)[CH:18]=[CH:19][CH:20]=1. The catalyst class is: 10. (2) Reactant: [C:1]([C:5]1[CH:10]=[C:9]([N+:11]([O-:13])=[O:12])[C:8]([OH:14])=[C:7]([CH3:15])[CH:6]=1)([CH3:4])([CH3:3])[CH3:2].[C:16]([O-])([O-])=O.[K+].[K+]. Product: [C:1]([C:5]1[CH:10]=[C:9]([N+:11]([O-:13])=[O:12])[C:8]([O:14][CH3:16])=[C:7]([CH3:15])[CH:6]=1)([CH3:4])([CH3:3])[CH3:2]. The catalyst class is: 21.